Predict the reactants needed to synthesize the given product. From a dataset of Full USPTO retrosynthesis dataset with 1.9M reactions from patents (1976-2016). (1) Given the product [F:23][C:24]1[CH:25]=[C:26]2[C:30](=[CH:31][CH:32]=1)[NH:29][C:28](=[O:33])[C:27]2=[CH:20][C:17]1[NH:16][C:13]2[CH2:14][CH2:15][N:10]([CH2:9][C:2]3([OH:1])[CH2:7][CH2:6][N:5]([CH3:8])[CH2:4][CH2:3]3)[C:11](=[O:22])[C:12]=2[C:18]=1[CH3:19], predict the reactants needed to synthesize it. The reactants are: [OH:1][C:2]1([CH2:9][N:10]2[CH2:15][CH2:14][C:13]3[NH:16][C:17]([CH:20]=O)=[C:18]([CH3:19])[C:12]=3[C:11]2=[O:22])[CH2:7][CH2:6][N:5]([CH3:8])[CH2:4][CH2:3]1.[F:23][C:24]1[CH:25]=[C:26]2[C:30](=[CH:31][CH:32]=1)[NH:29][C:28](=[O:33])[CH2:27]2. (2) The reactants are: [Cl:1][C:2]1[N:7]=[C:6]2[CH:8]=[C:9]([C:11]3[O:12][CH:13]=[N:14][N:15]=3)[NH:10][C:5]2=[CH:4][CH:3]=1.C([O-])([O-])=O.[Cs+].[Cs+].Br[CH2:23][C:24]1[CH:29]=[CH:28][CH:27]=[C:26]([Cl:30])[CH:25]=1.O. Given the product [Cl:1][C:2]1[N:7]=[C:6]2[CH:8]=[C:9]([C:11]3[O:12][CH:13]=[N:14][N:15]=3)[N:10]([CH2:23][C:24]3[CH:29]=[CH:28][CH:27]=[C:26]([Cl:30])[CH:25]=3)[C:5]2=[CH:4][CH:3]=1, predict the reactants needed to synthesize it. (3) Given the product [CH3:17][N:18]([CH3:19])[C:12]([C:6]1[CH:7]=[N:8][C:9]2[C:4]([C:5]=1[O:15][CH3:16])=[CH:3][C:2]([I:1])=[CH:11][CH:10]=2)=[O:13], predict the reactants needed to synthesize it. The reactants are: [I:1][C:2]1[CH:3]=[C:4]2[C:9](=[CH:10][CH:11]=1)[N:8]=[CH:7][C:6]([C:12](O)=[O:13])=[C:5]2[O:15][CH3:16].[CH3:17][NH:18][CH3:19].O1CCCC1.C1C=CC2N(O)N=NC=2C=1.C(N(C(C)C)CC)(C)C.F[P-](F)(F)(F)(F)F.N1(OC(N(C)C)=[N+](C)C)C2C=CC=CC=2N=N1. (4) The reactants are: [Br:1][C:2]1[CH:3]=[N:4][C:5]2[N:6]([N:8]=[C:9]([C:11]([OH:13])=O)[CH:10]=2)[CH:7]=1.[CH3:14][CH:15]1[NH:20][CH2:19][CH2:18][N:17]2[N:21]=[CH:22][CH:23]=[C:16]12. Given the product [Br:1][C:2]1[CH:3]=[N:4][C:5]2[N:6]([N:8]=[C:9]([C:11]([N:20]3[CH2:19][CH2:18][N:17]4[N:21]=[CH:22][CH:23]=[C:16]4[CH:15]3[CH3:14])=[O:13])[CH:10]=2)[CH:7]=1, predict the reactants needed to synthesize it. (5) The reactants are: [Cl:1][C:2]1[CH:3]=[CH:4][C:5]([C:28]([F:31])([F:30])[F:29])=[C:6]([CH:27]=1)[CH2:7][N:8]1[CH2:13][CH2:12][NH:11][C:10]2[N:14]=[CH:15][C:16]([C:18]3[CH:26]=[CH:25][C:21]([C:22](O)=[O:23])=[CH:20][CH:19]=3)=[CH:17][C:9]1=2.[CH2:32]1[C:40]2[C:35](=[CH:36][CH:37]=[CH:38][CH:39]=2)[CH2:34][NH:33]1. Given the product [Cl:1][C:2]1[CH:3]=[CH:4][C:5]([C:28]([F:29])([F:30])[F:31])=[C:6]([CH:27]=1)[CH2:7][N:8]1[CH2:13][CH2:12][NH:11][C:10]2[N:14]=[CH:15][C:16]([C:18]3[CH:26]=[CH:25][C:21]([C:22]([N:33]4[CH2:34][C:35]5[C:40](=[CH:39][CH:38]=[CH:37][CH:36]=5)[CH2:32]4)=[O:23])=[CH:20][CH:19]=3)=[CH:17][C:9]1=2, predict the reactants needed to synthesize it. (6) Given the product [NH2:1][C:2]1[C:7]2[C:8]([C:11]3[CH:16]=[CH:15][C:14]([NH:17][C:18]([C:20]4[N:21]([CH3:29])[C:22]5[C:27]([CH:28]=4)=[CH:26][CH:25]=[CH:24][CH:23]=5)=[O:19])=[C:13]([O:30][CH3:31])[CH:12]=3)=[CH:9][S:10][C:6]=2[C:5]([C:32]2[S:33][C:34]([CH2:38][N:40]3[CH2:45][CH2:44][O:43][CH2:42][CH2:41]3)=[C:35]([CH3:37])[CH:36]=2)=[CH:4][N:3]=1, predict the reactants needed to synthesize it. The reactants are: [NH2:1][C:2]1[C:7]2[C:8]([C:11]3[CH:16]=[CH:15][C:14]([NH:17][C:18]([C:20]4[N:21]([CH3:29])[C:22]5[C:27]([CH:28]=4)=[CH:26][CH:25]=[CH:24][CH:23]=5)=[O:19])=[C:13]([O:30][CH3:31])[CH:12]=3)=[CH:9][S:10][C:6]=2[C:5]([C:32]2[S:33][C:34]([CH:38]=O)=[C:35]([CH3:37])[CH:36]=2)=[CH:4][N:3]=1.[NH:40]1[CH2:45][CH2:44][O:43][CH2:42][CH2:41]1.